Predict which catalyst facilitates the given reaction. From a dataset of Catalyst prediction with 721,799 reactions and 888 catalyst types from USPTO. (1) Reactant: [Li+].CC([N-]C(C)C)C.[C:9]1([C:15](=[C:18]2[CH2:23][CH2:22][N:21]([C:24](=[O:40])[C:25]([C:27]3[C:35]4[C:30](=[C:31]([O:38][CH3:39])[N:32]=[CH:33][C:34]=4[O:36][CH3:37])[NH:29][CH:28]=3)=[O:26])[CH2:20][CH2:19]2)[C:16]#[CH:17])[CH:14]=[CH:13][CH:12]=[CH:11][CH:10]=1.[C:41](=[O:43])=[O:42]. Product: [C:9]1([C:15](=[C:18]2[CH2:19][CH2:20][N:21]([C:24](=[O:40])[C:25]([C:27]3[C:35]4[C:30](=[C:31]([O:38][CH3:39])[N:32]=[CH:33][C:34]=4[O:36][CH3:37])[NH:29][CH:28]=3)=[O:26])[CH2:22][CH2:23]2)[C:16]#[C:17][C:41]([OH:43])=[O:42])[CH:10]=[CH:11][CH:12]=[CH:13][CH:14]=1. The catalyst class is: 1. (2) Reactant: [Cl:1][C:2]1[C:3]([F:26])=[CH:4][C:5]([N+:23]([O-])=O)=[C:6]([S:8]([NH:11][C:12]2[CH:13]=[CH:14][C:15]([Cl:22])=[C:16]3[C:21]=2[N:20]=[CH:19][CH:18]=[CH:17]3)(=[O:10])=[O:9])[CH:7]=1.Cl[Sn]Cl. Product: [NH2:23][C:5]1[CH:4]=[C:3]([F:26])[C:2]([Cl:1])=[CH:7][C:6]=1[S:8]([NH:11][C:12]1[CH:13]=[CH:14][C:15]([Cl:22])=[C:16]2[C:21]=1[N:20]=[CH:19][CH:18]=[CH:17]2)(=[O:9])=[O:10]. The catalyst class is: 422. (3) Reactant: [CH2:1]([N:8]1[CH2:14][C:13](=O)[C:10]2([CH2:12][CH2:11]2)[CH2:9]1)[C:2]1[CH:7]=[CH:6][CH:5]=[CH:4][CH:3]=1.Br[Zn][CH2:18][Zn]C[Zn]Br.C1OCCC1. Product: [CH2:1]([N:8]1[CH2:14][C:13](=[CH2:18])[C:10]2([CH2:12][CH2:11]2)[CH2:9]1)[C:2]1[CH:7]=[CH:6][CH:5]=[CH:4][CH:3]=1. The catalyst class is: 7. (4) Reactant: [CH2:1]([O:3][C:4]([C:6]1[NH:7][C:8]2[C:13]([CH:14]=1)=[C:12]([Cl:15])[C:11]([Cl:16])=[CH:10][CH:9]=2)=[O:5])[CH3:2].[H-].[Na+].[CH2:19](I)[CH3:20]. Product: [CH2:1]([O:3][C:4]([C:6]1[N:7]([CH2:19][CH3:20])[C:8]2[C:13]([CH:14]=1)=[C:12]([Cl:15])[C:11]([Cl:16])=[CH:10][CH:9]=2)=[O:5])[CH3:2]. The catalyst class is: 31.